From a dataset of Peptide-MHC class II binding affinity with 134,281 pairs from IEDB. Regression. Given a peptide amino acid sequence and an MHC pseudo amino acid sequence, predict their binding affinity value. This is MHC class II binding data. (1) The peptide sequence is WGAIWRIDTPEVLKG. The MHC is DRB1_0401 with pseudo-sequence DRB1_0401. The binding affinity (normalized) is 0.495. (2) The peptide sequence is RNFQKVNPEGLIKEF. The MHC is DRB1_1501 with pseudo-sequence DRB1_1501. The binding affinity (normalized) is 0.247. (3) The peptide sequence is EKKYFAAMQFEPLAA. The MHC is HLA-DQA10501-DQB10301 with pseudo-sequence HLA-DQA10501-DQB10301. The binding affinity (normalized) is 0.546. (4) The peptide sequence is EAAAIFMTATPPGTA. The MHC is DRB1_0802 with pseudo-sequence DRB1_0802. The binding affinity (normalized) is 0.683. (5) The MHC is DRB3_0101 with pseudo-sequence DRB3_0101. The peptide sequence is IPTLAAQFPFNASDS. The binding affinity (normalized) is 0.0658. (6) The peptide sequence is LRKVKRVVASLMRGLHHHHHH. The MHC is DRB5_0101 with pseudo-sequence DRB5_0101. The binding affinity (normalized) is 0.733. (7) The peptide sequence is QAAVVRFQEAANKQK. The MHC is DRB1_1101 with pseudo-sequence DRB1_1101. The binding affinity (normalized) is 0.234.